From a dataset of Forward reaction prediction with 1.9M reactions from USPTO patents (1976-2016). Predict the product of the given reaction. (1) Given the reactants [CH2:1]([CH:3]1[O:5][CH2:4]1)[Br:2].[CH2:6]([OH:24])[CH2:7][CH2:8][CH2:9][CH2:10][CH2:11][CH2:12][CH2:13]/[CH:14]=[CH:15]\[CH2:16]/[CH:17]=[CH:18]\[CH2:19][CH2:20][CH2:21][CH2:22][CH3:23].B(F)(F)F.CCOCC, predict the reaction product. The product is: [OH:5][CH:3]([CH2:4][O:24][CH2:6][CH2:7][CH2:8][CH2:9][CH2:10][CH2:11][CH2:12][CH2:13]/[CH:14]=[CH:15]\[CH2:16]/[CH:17]=[CH:18]\[CH2:19][CH2:20][CH2:21][CH2:22][CH3:23])[CH2:1][Br:2]. (2) Given the reactants CC1(C)[O:9][C:8](=[O:10])[C:5]2([CH2:7][CH2:6]2)[C:4](=[O:11])O1.[F:13][C:14]1[CH:15]=[C:16]([CH:18]=[CH:19][C:20]=1[C:21]([F:24])([F:23])[F:22])[NH2:17], predict the reaction product. The product is: [F:13][C:14]1[CH:15]=[C:16]([N:17]2[CH2:6][CH2:7][CH:5]([C:8]([OH:9])=[O:10])[C:4]2=[O:11])[CH:18]=[CH:19][C:20]=1[C:21]([F:23])([F:24])[F:22]. (3) Given the reactants [C:1]1([S:7]([N:10]2[C:14]3=[N:15][CH:16]=[C:17]([F:19])[CH:18]=[C:13]3[CH:12]=[C:11]2[C:20](OS(C2C=CC(C)=CC=2)(=O)=O)=[CH:21][CH:22]([CH3:24])[CH3:23])(=[O:9])=[O:8])[CH:6]=[CH:5][CH:4]=[CH:3][CH:2]=1.[CH3:36][O:37][CH2:38][CH2:39][S:40]([C:43]1[CH:48]=[CH:47][C:46](B(O)O)=[CH:45][CH:44]=1)(=[O:42])=[O:41].C(=O)([O-])[O-].[Na+].[Na+], predict the reaction product. The product is: [C:1]1([S:7]([N:10]2[C:14]3=[N:15][CH:16]=[C:17]([F:19])[CH:18]=[C:13]3[CH:12]=[C:11]2[C:20]([C:46]2[CH:47]=[CH:48][C:43]([S:40]([CH2:39][CH2:38][O:37][CH3:36])(=[O:42])=[O:41])=[CH:44][CH:45]=2)=[CH:21][CH:22]([CH3:24])[CH3:23])(=[O:9])=[O:8])[CH:6]=[CH:5][CH:4]=[CH:3][CH:2]=1.